This data is from Reaction yield outcomes from USPTO patents with 853,638 reactions. The task is: Predict the reaction yield, written as a fraction of the theoretical maximum amount of product (1.0 means a 100% yield; for example, 0.34 means a 34% yield). The reactants are [Cl:1][CH2:2][C:3]([NH:5][CH2:6][C:7]#[C:8][C:9]1[CH:10]=[C:11]2[C:16](=[CH:17][CH:18]=1)[N:15]=[CH:14][N:13]=[C:12]2Cl)=[O:4].[CH3:20][C:21]1[CH:22]=[C:23]([NH2:34])[CH:24]=[CH:25][C:26]=1[O:27][C:28]1[CH:29]=[N:30][CH:31]=[CH:32][CH:33]=1. The catalyst is CC(O)(C)C.ClCCCl. The product is [Cl:1][CH2:2][C:3]([NH:5][CH2:6][C:7]#[C:8][C:9]1[CH:10]=[C:11]2[C:16](=[CH:17][CH:18]=1)[N:15]=[CH:14][N:13]=[C:12]2[NH:34][C:23]1[CH:24]=[CH:25][C:26]([O:27][C:28]2[CH:29]=[N:30][CH:31]=[CH:32][CH:33]=2)=[C:21]([CH3:20])[CH:22]=1)=[O:4]. The yield is 0.820.